Predict the product of the given reaction. From a dataset of Forward reaction prediction with 1.9M reactions from USPTO patents (1976-2016). (1) Given the reactants [NH2:1][C:2]1[CH:29]=[CH:28][C:5]([O:6][C:7]2[C:16]3[C:11](=[CH:12][C:13]([O:19][CH2:20][CH:21]4[CH2:26][CH2:25][CH2:24][N:23]([CH3:27])[CH2:22]4)=[C:14]([C:17]#[N:18])[CH:15]=3)[N:10]=[CH:9][CH:8]=2)=[CH:4][C:3]=1[Cl:30].[N:31]1[CH:36]=C[CH:34]=[CH:33][CH:32]=1.C1([O:43]C(Cl)=O)C=CC=CC=1.C1(N)CC1.C(=O)(O)[O-].[Na+], predict the reaction product. The product is: [Cl:30][C:3]1[CH:4]=[C:5]([O:6][C:7]2[C:16]3[C:11](=[CH:12][C:13]([O:19][CH2:20][CH:21]4[CH2:26][CH2:25][CH2:24][N:23]([CH3:27])[CH2:22]4)=[C:14]([C:17]#[N:18])[CH:15]=3)[N:10]=[CH:9][CH:8]=2)[CH:28]=[CH:29][C:2]=1[NH:1][C:36]([NH:31][CH:32]1[CH2:34][CH2:33]1)=[O:43]. (2) Given the reactants [Cl:1][C:2]1[C:11]2[C:6](=[CH:7][CH:8]=[C:9]([O:12][CH3:13])[N:10]=2)[N:5]=[CH:4][C:3]=1[C:14]([NH2:16])=O.C(N(CC)CC)C.FC(F)(F)C(OC(=O)C(F)(F)F)=O, predict the reaction product. The product is: [Cl:1][C:2]1[C:11]2[C:6](=[CH:7][CH:8]=[C:9]([O:12][CH3:13])[N:10]=2)[N:5]=[CH:4][C:3]=1[C:14]#[N:16]. (3) Given the reactants [Cl:1][C:2]1[CH:3]=[C:4]([C:9]2[C:13]([C:14](OCC)=[O:15])=[CH:12][O:11][N:10]=2)[CH:5]=[CH:6][C:7]=1[Cl:8].[H-].C([Al+]CC(C)C)C(C)C.Cl, predict the reaction product. The product is: [Cl:1][C:2]1[CH:3]=[C:4]([C:9]2[C:13]([CH2:14][OH:15])=[CH:12][O:11][N:10]=2)[CH:5]=[CH:6][C:7]=1[Cl:8].